From a dataset of Full USPTO retrosynthesis dataset with 1.9M reactions from patents (1976-2016). Predict the reactants needed to synthesize the given product. (1) Given the product [F:1][C:2]1[CH:3]=[C:4]([C:9]2[C:10](=[O:23])[N:11]([CH3:22])[C:12]([NH:15][C:16]3[CH:17]=[CH:18][CH:19]=[CH:20][CH:21]=3)=[CH:13][CH:14]=2)[CH:5]=[CH:6][C:7]=1[O:8][C:25]1[C:34]2[C:29](=[CH:30][C:31]([O:37][CH2:38][CH2:39][CH2:40][N:41]3[CH2:42][CH2:43][O:44][CH2:45][CH2:46]3)=[C:32]([O:35][CH3:36])[CH:33]=2)[N:28]=[CH:27][CH:26]=1, predict the reactants needed to synthesize it. The reactants are: [F:1][C:2]1[CH:3]=[C:4]([C:9]2[C:10](=[O:23])[N:11]([CH3:22])[C:12]([NH:15][C:16]3[CH:21]=[CH:20][CH:19]=[CH:18][CH:17]=3)=[CH:13][CH:14]=2)[CH:5]=[CH:6][C:7]=1[OH:8].Cl[C:25]1[C:34]2[C:29](=[CH:30][C:31]([O:37][CH2:38][CH2:39][CH2:40][N:41]3[CH2:46][CH2:45][O:44][CH2:43][CH2:42]3)=[C:32]([O:35][CH3:36])[CH:33]=2)[N:28]=[CH:27][CH:26]=1. (2) Given the product [CH3:26][O:27][C:2]1[N:7]=[CH:6][C:5]([CH2:8][O:9][C:10]2[N:15]=[CH:14][C:13]([CH2:16][NH:17][C@@H:18]([C:20]3[CH:25]=[CH:24][CH:23]=[CH:22][CH:21]=3)[CH3:19])=[CH:12][CH:11]=2)=[CH:4][CH:3]=1, predict the reactants needed to synthesize it. The reactants are: F[C:2]1[N:7]=[CH:6][C:5]([CH2:8][O:9][C:10]2[N:15]=[CH:14][C:13]([CH2:16][NH:17][C@@H:18]([C:20]3[CH:25]=[CH:24][CH:23]=[CH:22][CH:21]=3)[CH3:19])=[CH:12][CH:11]=2)=[CH:4][CH:3]=1.[CH3:26][O-:27].[Na+].CO.O. (3) Given the product [CH2:9]([O:8][C:6](=[O:7])[NH:1][CH:2]1[CH2:20][CH2:19][N:18]([C:3](=[O:5])[CH2:2][NH:1][C:6]([O:8][CH2:9][C:10]2[CH:15]=[CH:14][CH:13]=[CH:12][CH:11]=2)=[O:7])[CH2:23][CH2:22]1)[CH2:10][CH2:11][CH3:12], predict the reactants needed to synthesize it. The reactants are: [NH:1]([C:6]([O:8][CH2:9][C:10]1[CH:15]=[CH:14][CH:13]=[CH:12][CH:11]=1)=[O:7])[CH2:2][C:3]([OH:5])=O.C([N:18]1[CH2:23][CH2:22]O[CH2:20][CH2:19]1)C. (4) Given the product [CH2:23]([S:21][C:20]1[N:19]([C:13]2[CH:18]=[CH:17][CH:16]=[CH:15][CH:14]=2)[C:6](=[O:7])[CH:5]=[C:4]([OH:11])[N:22]=1)[CH3:24], predict the reactants needed to synthesize it. The reactants are: C[O-].[Na+].[C:4]([O:11]C)(=O)[CH2:5][C:6](OC)=[O:7].[C:13]1([NH:19][C:20]([NH2:22])=[S:21])[CH:18]=[CH:17][CH:16]=[CH:15][CH:14]=1.[CH2:23](I)[CH3:24]. (5) Given the product [CH2:1]([O:8][C:9]1[CH:10]=[C:11]([NH:12][C:22]2[N:27]=[C:26]([NH:28][C:29]3[CH:30]=[C:31]([NH:35][C:36](=[O:42])[O:37][C:38]([CH3:39])([CH3:40])[CH3:41])[CH:32]=[CH:33][CH:34]=3)[C:25]([F:43])=[CH:24][N:23]=2)[CH:13]=[CH:14][C:15]=1[O:16][CH2:17][CH2:18][O:19][CH3:20])[C:2]1[CH:7]=[CH:6][CH:5]=[CH:4][CH:3]=1, predict the reactants needed to synthesize it. The reactants are: [CH2:1]([O:8][C:9]1[CH:10]=[C:11]([CH:13]=[CH:14][C:15]=1[O:16][CH2:17][CH2:18][O:19][CH3:20])[NH2:12])[C:2]1[CH:7]=[CH:6][CH:5]=[CH:4][CH:3]=1.Cl[C:22]1[N:27]=[C:26]([NH:28][C:29]2[CH:30]=[C:31]([NH:35][C:36](=[O:42])[O:37][C:38]([CH3:41])([CH3:40])[CH3:39])[CH:32]=[CH:33][CH:34]=2)[C:25]([F:43])=[CH:24][N:23]=1.CC(O)=O.CCCCCC.C(OCC)(=O)C. (6) Given the product [OH2:22].[N:1]1([C:6]2[CH:7]=[C:8]3[C:13](=[CH:14][CH:15]=2)[N:12]=[C:11]([C:16]2[CH:21]=[CH:20][CH:19]=[CH:18][CH:17]=2)[N:10]=[CH:9]3)[CH:5]=[CH:4][N:3]=[CH:2]1, predict the reactants needed to synthesize it. The reactants are: [N:1]1([C:6]2[CH:7]=[C:8]3[C:13](=[CH:14][CH:15]=2)[N:12]=[C:11]([C:16]2[CH:21]=[CH:20][CH:19]=[CH:18][CH:17]=2)[N:10]=[CH:9]3)[CH:5]=[CH:4][N:3]=[CH:2]1.[OH2:22].